Dataset: Forward reaction prediction with 1.9M reactions from USPTO patents (1976-2016). Task: Predict the product of the given reaction. Given the reactants [O:1]1[CH2:6][CH2:5][O:4][CH2:3][C@H:2]1[CH2:7][OH:8].C1(S(O[CH2:19][CH2:20][O:21][C:22]2[CH:27]=[CH:26][C:25]([B:28]3[O:32][C:31]([CH3:34])([CH3:33])[C:30]([CH3:36])([CH3:35])[O:29]3)=[CH:24][CH:23]=2)(=O)=O)C=CC=CC=1, predict the reaction product. The product is: [CH3:34][C:31]1([CH3:33])[C:30]([CH3:35])([CH3:36])[O:29][B:28]([C:25]2[CH:24]=[CH:23][C:22]([O:21][CH2:20][CH2:19][O:8][CH2:7][C@@H:2]3[CH2:3][O:4][CH2:5][CH2:6][O:1]3)=[CH:27][CH:26]=2)[O:32]1.